This data is from Catalyst prediction with 721,799 reactions and 888 catalyst types from USPTO. The task is: Predict which catalyst facilitates the given reaction. (1) Reactant: [CH3:1][N:2]1[C:10]2[C:9]([N:11]3[CH2:16][CH2:15][O:14][CH2:13][CH2:12]3)=[N:8][C:7]([C:17]3[CH:18]=[C:19]([CH2:23][OH:24])[CH:20]=[CH:21][CH:22]=3)=[N:6][C:5]=2[CH:4]=[CH:3]1.[CH2:25]=O.[NH:27]1[CH2:31][CH2:30][CH2:29][CH2:28]1. The catalyst class is: 52. Product: [CH3:1][N:2]1[C:10]2[C:9]([N:11]3[CH2:16][CH2:15][O:14][CH2:13][CH2:12]3)=[N:8][C:7]([C:17]3[CH:18]=[C:19]([CH2:23][OH:24])[CH:20]=[CH:21][CH:22]=3)=[N:6][C:5]=2[C:4]([CH2:25][N:27]2[CH2:31][CH2:30][CH2:29][CH2:28]2)=[CH:3]1. (2) Reactant: [F:1][C:2]1[CH:7]=[CH:6][C:5]([N:8]=[C:9]=[O:10])=[CH:4][CH:3]=1.[F:11][C:12]([F:32])([F:31])[O:13][C:14]1[CH:19]=[CH:18][C:17]([S:20]([N:23]2[CH2:28][CH2:27][CH:26]([O:29][NH2:30])[CH2:25][CH2:24]2)(=[O:22])=[O:21])=[CH:16][CH:15]=1.N1C=CC=CC=1. Product: [F:1][C:2]1[CH:7]=[CH:6][C:5]([NH:8][C:9]([NH:30][O:29][CH:26]2[CH2:25][CH2:24][N:23]([S:20]([C:17]3[CH:16]=[CH:15][C:14]([O:13][C:12]([F:32])([F:11])[F:31])=[CH:19][CH:18]=3)(=[O:21])=[O:22])[CH2:28][CH2:27]2)=[O:10])=[CH:4][CH:3]=1. The catalyst class is: 2. (3) Reactant: [NH2:1][C:2]1[S:3][CH:4]=[CH:5][C:6]=1[C:7]([NH2:9])=[O:8].[N:10]([O-])=O.[Na+]. Product: [N:1]1[C:2]2[S:3][CH:4]=[CH:5][C:6]=2[C:7](=[O:8])[NH:9][N:10]=1. The catalyst class is: 65. (4) Reactant: Cl[C:2]1[CH:3]=[CH:4][C:5]([N+:13]([O-:15])=[O:14])=[C:6]([CH:12]=1)[C:7]([O:9][CH2:10][CH3:11])=[O:8].C([O-])([O-])=O.[K+].[K+].[C:22]1([OH:28])[CH:27]=[CH:26][CH:25]=[CH:24][CH:23]=1. Product: [N+:13]([C:5]1[CH:4]=[CH:3][C:2]([O:28][C:22]2[CH:27]=[CH:26][CH:25]=[CH:24][CH:23]=2)=[CH:12][C:6]=1[C:7]([O:9][CH2:10][CH3:11])=[O:8])([O-:15])=[O:14]. The catalyst class is: 18. (5) Reactant: [F:1][C:2]1([F:34])[CH2:6][CH:5]([N:7]([C@@H](C2C=CC=CC=2)C)C(=O)OCC2C=CC=CC=2)[CH:4]([NH:26][S:27]([C:30]([CH3:33])([CH3:32])[CH3:31])(=[O:29])=[O:28])[CH2:3]1.[H][H]. Product: [NH2:7][CH:5]1[CH2:6][C:2]([F:1])([F:34])[CH2:3][CH:4]1[NH:26][S:27]([C:30]([CH3:33])([CH3:32])[CH3:31])(=[O:29])=[O:28]. The catalyst class is: 105. (6) Reactant: [Br:1][C:2]1[CH:11]=[CH:10][CH:9]=[C:8]2[C:3]=1[CH:4]=[CH:5][N:6](C(C1C=CC=CC=1)=O)[CH:7]2[C:12]#N.BrC[CH2:24][CH2:25][O:26][Si:27]([C:30]([CH3:33])([CH3:32])[CH3:31])([CH3:29])[CH3:28].[H-].[Na+].C(=O)([O-])[O-].[K+].[K+]. The catalyst class is: 2. Product: [Br:1][C:2]1[CH:11]=[CH:10][CH:9]=[C:8]2[C:3]=1[CH:4]=[CH:5][N:6]=[C:7]2[CH2:12][CH2:24][CH2:25][O:26][Si:27]([C:30]([CH3:33])([CH3:32])[CH3:31])([CH3:29])[CH3:28]. (7) Reactant: [CH3:1][NH:2][CH2:3][C@H:4]([OH:12])[C:5]1[CH:6]=[CH:7][CH:8]=[C:9]([OH:11])[CH:10]=1.Cl. Product: [CH3:1][NH:2][CH2:3][C@H:4]([OH:12])[C:5]1[CH:6]=[CH:7][CH:8]=[C:9]([OH:11])[CH:10]=1. The catalyst class is: 33. (8) Reactant: Cl[CH2:2][C:3]([NH:5][C:6]1[CH:11]=[CH:10][C:9]([N+:12]([O-:14])=[O:13])=[CH:8][CH:7]=1)=[O:4].[CH2:15]([CH2:17][NH2:18])[OH:16]. Product: [OH:16][CH2:15][CH2:17][NH:18][CH2:2][C:3]([NH:5][C:6]1[CH:11]=[CH:10][C:9]([N+:12]([O-:14])=[O:13])=[CH:8][CH:7]=1)=[O:4]. The catalyst class is: 5. (9) Reactant: Br[C:2]1[CH:3]=[C:4](/[CH:8]=[CH:9]/[CH2:10][C@H:11]([NH:20][C:21]([O:23][C:24]([CH3:27])([CH3:26])[CH3:25])=[O:22])[C:12]([O:14][CH:15]2[CH2:19][CH2:18][CH2:17][CH2:16]2)=[O:13])[CH:5]=[CH:6][CH:7]=1.CC([O-])=O.[K+].[CH3:33][C:34]1([CH3:50])[C:38]([CH3:40])([CH3:39])[O:37][B:36]([B:36]2[O:37][C:38]([CH3:40])([CH3:39])[C:34]([CH3:50])([CH3:33])[O:35]2)[O:35]1. Product: [C:24]([O:23][C:21]([NH:20][C@@H:11]([CH2:10]/[CH:9]=[CH:8]/[C:4]1[CH:5]=[CH:6][CH:7]=[C:2]([B:36]2[O:37][C:38]([CH3:40])([CH3:39])[C:34]([CH3:50])([CH3:33])[O:35]2)[CH:3]=1)[C:12]([O:14][CH:15]1[CH2:19][CH2:18][CH2:17][CH2:16]1)=[O:13])=[O:22])([CH3:27])([CH3:26])[CH3:25]. The catalyst class is: 418.